This data is from Full USPTO retrosynthesis dataset with 1.9M reactions from patents (1976-2016). The task is: Predict the reactants needed to synthesize the given product. Given the product [F:40][C:39]1[C:10]([S:7]([NH:6][C:41]2[S:45][N:44]=[CH:43][N:42]=2)(=[O:8])=[O:9])=[CH:11][C:12]2[O:16][C:15](=[O:17])[N:14]([C@@H:18]([C:20]3[CH:25]=[CH:24][CH:23]=[CH:22][C:21]=3[C:26]3([OH:37])[CH2:27][NH:28][CH2:29]3)[CH3:19])[C:13]=2[CH:38]=1, predict the reactants needed to synthesize it. The reactants are: COC1C=C(OC)C=CC=1C[N:6]([C:41]1[S:45][N:44]=[CH:43][N:42]=1)[S:7]([C:10]1[C:39]([F:40])=[CH:38][C:13]2[N:14]([C@@H:18]([C:20]3[CH:25]=[CH:24][CH:23]=[CH:22][C:21]=3[C:26]3([OH:37])[CH2:29][N:28](C(OC(C)(C)C)=O)[CH2:27]3)[CH3:19])[C:15](=[O:17])[O:16][C:12]=2[CH:11]=1)(=[O:9])=[O:8].C(Cl)Cl.C(O)(C(F)(F)F)=O.